This data is from Catalyst prediction with 721,799 reactions and 888 catalyst types from USPTO. The task is: Predict which catalyst facilitates the given reaction. (1) Reactant: [CH3:1][O:2][C:3](=[O:23])[CH2:4][C:5]1[C:10]([Cl:11])=[CH:9][C:8]([NH:12][C:13]2[C:18]([N+:19]([O-])=O)=[CH:17][CH:16]=[CH:15][N:14]=2)=[CH:7][C:6]=1[Cl:22]. Product: [CH3:1][O:2][C:3](=[O:23])[CH2:4][C:5]1[C:10]([Cl:11])=[CH:9][C:8]([NH:12][C:13]2[C:18]([NH2:19])=[CH:17][CH:16]=[CH:15][N:14]=2)=[CH:7][C:6]=1[Cl:22]. The catalyst class is: 94. (2) The catalyst class is: 8. Product: [F:21][C:2]([F:1])([F:20])[O:3][C:4]1[CH:8]=[C:7]([NH2:9])[NH:6][N:5]=1. Reactant: [F:1][C:2]([F:21])([F:20])[O:3][C:4]1[CH:8]=[C:7]([N:9]2C(=O)C3C(=CC=CC=3)C2=O)[NH:6][N:5]=1.O.NN.O. (3) Reactant: [CH2:1]([O:8][CH2:9][O:10][CH2:11][C@H:12]([CH3:15])[CH2:13][OH:14])[C:2]1[CH:7]=[CH:6][CH:5]=[CH:4][CH:3]=1.C(N(CC)CC)C.[S:23](Cl)([C:26]1[CH:32]=[CH:31][C:29]([CH3:30])=[CH:28][CH:27]=1)(=[O:25])=[O:24]. Product: [CH2:1]([O:8][CH2:9][O:10][CH2:11][C@@H:12]([CH3:15])[CH2:13][O:14][S:23]([C:26]1[CH:32]=[CH:31][C:29]([CH3:30])=[CH:28][CH:27]=1)(=[O:25])=[O:24])[C:2]1[CH:7]=[CH:6][CH:5]=[CH:4][CH:3]=1. The catalyst class is: 79. (4) Reactant: [CH3:1][O:2][C:3]([C:5]1[CH:6]=[C:7]2[C:11](=[CH:12][CH:13]=1)[NH:10][C:9]([CH2:14][OH:15])=[CH:8]2)=[O:4]. Product: [CH3:1][O:2][C:3]([C:5]1[CH:6]=[C:7]2[C:11](=[CH:12][CH:13]=1)[NH:10][C:9]([CH:14]=[O:15])=[CH:8]2)=[O:4]. The catalyst class is: 703.